From a dataset of Forward reaction prediction with 1.9M reactions from USPTO patents (1976-2016). Predict the product of the given reaction. (1) Given the reactants FC(F)(F)S(O[C:7]1[CH:12]=[CH:11][CH:10]=[C:9]([C:13]2[CH:18]=[C:17]([C:19]3[C:23]4[CH2:24][C:25]([CH3:30])([CH3:29])[CH2:26][C:27](=[O:28])[C:22]=4[S:21][C:20]=3[N:31]3[CH2:36][CH2:35][O:34][CH2:33][CH2:32]3)[CH:16]=[CH:15][N:14]=2)[CH:8]=1)(=O)=O.C(OC([NH:46][CH:47]1[CH2:51][CH2:50][NH:49][CH2:48]1)=O)(C)(C)C.CC(C)([O-])C.[K+].[ClH:58].CCOCC, predict the reaction product. The product is: [ClH:58].[NH2:46][CH:47]1[CH2:51][CH2:50][N:49]([C:7]2[CH:8]=[C:9]([C:13]3[CH:18]=[C:17]([C:19]4[C:23]5[CH2:24][C:25]([CH3:29])([CH3:30])[CH2:26][C:27](=[O:28])[C:22]=5[S:21][C:20]=4[N:31]4[CH2:32][CH2:33][O:34][CH2:35][CH2:36]4)[CH:16]=[CH:15][N:14]=3)[CH:10]=[CH:11][CH:12]=2)[CH2:48]1. (2) Given the reactants [CH3:1][N:2]1[CH:7]=[C:6](Cl)[C:5]2=[CH:9][CH:10]=[CH:11][N:12]([C:13]3[CH:18]=[CH:17][C:16]([Cl:19])=[C:15]([Cl:20])[CH:14]=3)[C:4]2=[N:3]1.[C:21]1([CH3:31])[CH:26]=CC(S(O)(=O)=O)=CC=1, predict the reaction product. The product is: [CH3:1][N:2]1[CH:7]=[C:6]([N:2]([CH2:26][CH2:21][CH3:31])[CH2:7][CH2:6][CH3:5])[C:5]2=[CH:9][CH:10]=[CH:11][N:12]([C:13]3[CH:18]=[CH:17][C:16]([Cl:19])=[C:15]([Cl:20])[CH:14]=3)[C:4]2=[N:3]1. (3) Given the reactants C(Cl)([C:3](Cl)=[O:4])=O.[CH2:7]([O:14][C:15]1[C:19]([O:20][CH2:21][C:22]2[CH:27]=[CH:26][CH:25]=[CH:24][CH:23]=2)=[C:18]([C:28](=[O:32])[N:29](C)[CH3:30])[N:17]([C:33]2[CH:38]=[CH:37][C:36]([O:39][CH3:40])=[CH:35][CH:34]=2)[C:16]=1[C:41]([O-])=[O:42])[C:8]1[CH:13]=[CH:12][CH:11]=[CH:10][CH:9]=1.[CH2:44]([NH+:46](CC)[CH2:47]C)C.N1C=CC=CC=1, predict the reaction product. The product is: [CH2:21]([O:20][C:19]1[C:15]([O:14][CH2:7][C:8]2[CH:13]=[CH:12][CH:11]=[CH:10][CH:9]=2)=[C:16]([C:41]([N:46]([CH3:47])[CH3:44])=[O:42])[N:17]([C:33]2[CH:34]=[CH:35][C:36]([O:39][CH3:40])=[CH:37][CH:38]=2)[C:18]=1[C:28]([N:29]([O:4][CH3:3])[CH3:30])=[O:32])[C:22]1[CH:27]=[CH:26][CH:25]=[CH:24][CH:23]=1.